This data is from Catalyst prediction with 721,799 reactions and 888 catalyst types from USPTO. The task is: Predict which catalyst facilitates the given reaction. Reactant: [NH2:1][C:2]1[CH:7]=[CH:6][C:5]([C:8]([N:10]2[CH2:15][CH2:14][N:13]([CH2:16][C:17]3[CH:22]=[CH:21][C:20]([C:23]([O:32][Si:33]([C:36]([CH3:39])([CH3:38])[CH3:37])([CH3:35])[CH3:34])([C:28]([F:31])([F:30])[F:29])[C:24]([F:27])([F:26])[F:25])=[CH:19][CH:18]=3)[CH2:12][CH2:11]2)=[O:9])=[CH:4][C:3]=1[F:40].[C:41](Cl)(=O)[O:42]C1C=CC([N+]([O-])=O)=CC=1.[NH2:54][C@@H:55]1[CH2:59][CH2:58][N:57]([C:60]([O:62][C:63]([CH3:66])([CH3:65])[CH3:64])=[O:61])[CH2:56]1. Product: [Si:33]([O:32][C:23]([C:20]1[CH:19]=[CH:18][C:17]([CH2:16][N:13]2[CH2:14][CH2:15][N:10]([C:8]([C:5]3[CH:6]=[CH:7][C:2]([NH:1][C:41](=[O:42])[NH:54][C@@H:55]4[CH2:59][CH2:58][N:57]([C:60]([O:62][C:63]([CH3:66])([CH3:65])[CH3:64])=[O:61])[CH2:56]4)=[C:3]([F:40])[CH:4]=3)=[O:9])[CH2:11][CH2:12]2)=[CH:22][CH:21]=1)([C:24]([F:25])([F:26])[F:27])[C:28]([F:31])([F:29])[F:30])([C:36]([CH3:37])([CH3:39])[CH3:38])([CH3:34])[CH3:35]. The catalyst class is: 4.